From a dataset of Full USPTO retrosynthesis dataset with 1.9M reactions from patents (1976-2016). Predict the reactants needed to synthesize the given product. (1) The reactants are: [Cl:1][C:2]1[CH:7]=[C:6]([C:8]2[C:13]([CH3:14])=[N:12][CH:11]=[CH:10][N:9]=2)[CH:5]=[CH:4][C:3]=1[C:15]1[C:37](=[O:38])[N:36]([CH2:39][CH3:40])[C:18]2[N:19]=[C:20]([NH:23][CH:24]3[CH2:28][CH2:27][N:26](C(OC(C)(C)C)=O)[CH2:25]3)[N:21]=[CH:22][C:17]=2[CH:16]=1.Cl.CO. Given the product [C:3]([C:22]1[C:17]2[CH:16]=[C:15]([C:3]3[CH:4]=[CH:5][C:6]([C:8]4[C:13]([CH3:14])=[N:12][CH:11]=[CH:10][N:9]=4)=[CH:7][C:2]=3[Cl:1])[C:37](=[O:38])[N:36]([CH2:39][CH3:40])[C:18]=2[N:19]=[C:20]([NH:23][CH:24]2[CH2:28][CH2:27][NH:26][CH2:25]2)[N:21]=1)([CH3:15])([CH3:4])[CH3:2], predict the reactants needed to synthesize it. (2) Given the product [Cl:11][CH2:12][C:13]([NH:1][CH2:2][C:3]1[CH:8]=[CH:7][CH:6]=[C:5]([CH2:9][OH:10])[CH:4]=1)=[O:14], predict the reactants needed to synthesize it. The reactants are: [NH2:1][CH2:2][C:3]1[CH:4]=[C:5]([CH2:9][OH:10])[CH:6]=[CH:7][CH:8]=1.[Cl:11][CH2:12][C:13](Cl)=[O:14]. (3) Given the product [C:11]([CH:7]1[CH2:8][CH2:9][CH2:10][CH:5]([C:1]([CH3:4])([CH3:3])[CH3:2])[C:6]1=[O:15])([CH3:14])([CH3:13])[CH3:12], predict the reactants needed to synthesize it. The reactants are: [C:1]([C:5]1[CH:10]=[CH:9][CH:8]=[C:7]([C:11]([CH3:14])([CH3:13])[CH3:12])[C:6]=1[OH:15])([CH3:4])([CH3:3])[CH3:2]. (4) Given the product [F:38][C:39]1[CH:46]=[CH:45][CH:44]=[CH:43][C:40]=1[CH2:41][N:6]1[C:5]2[C:9](=[N:10][C:2]([Cl:1])=[N:3][CH:4]=2)[N:8]([C:11]2[CH:16]=[CH:15][CH:14]=[C:13]([O:17][CH3:18])[CH:12]=2)[C:7]1=[O:19], predict the reactants needed to synthesize it. The reactants are: [Cl:1][C:2]1[N:10]=[C:9]2[C:5]([NH:6][C:7](=[O:19])[N:8]2[C:11]2[CH:16]=[CH:15][CH:14]=[C:13]([O:17][CH3:18])[CH:12]=2)=[CH:4][N:3]=1.C(N=P1(N(CC)CC)N(C)CCCN1C)(C)(C)C.[F:38][C:39]1[CH:46]=[CH:45][CH:44]=[CH:43][C:40]=1[CH2:41]Br. (5) Given the product [F:11][C:9]1[CH:10]=[C:2]([C:29]([OH:30])([C:31]([F:34])([F:33])[F:32])[C:28]([F:36])([F:35])[F:27])[C:3]2[CH:4]=[C:5]3[CH:14]([CH2:15][C:16]([O:18][CH3:23])=[O:17])[CH2:13][CH2:12][N:6]3[C:7]=2[CH:8]=1, predict the reactants needed to synthesize it. The reactants are: Br[C:2]1[C:3]2[CH:4]=[C:5]3[CH:14]([CH2:15][C:16]([OH:18])=[O:17])[CH2:13][CH2:12][N:6]3[C:7]=2[CH:8]=[C:9]([F:11])[CH:10]=1.C[Mg+].[Br-].[Li][CH2:23]CCC.[F:27][C:28]([F:36])([F:35])[C:29]([C:31]([F:34])([F:33])[F:32])=[O:30].Cl. (6) Given the product [F:15][C:13]1[CH:12]=[CH:11][C:3]([O:4][CH:5]2[CH2:10][CH2:9][CH2:8][CH2:7][O:6]2)=[C:2]([C:24]2[CH:25]=[CH:26][C:27]([O:28][CH2:29][C:30]3[CH:39]=[CH:38][C:37]4[C:32](=[CH:33][CH:34]=[CH:35][CH:36]=4)[N:31]=3)=[CH:40][CH:41]=2)[CH:14]=1, predict the reactants needed to synthesize it. The reactants are: Br[C:2]1[CH:14]=[C:13]([F:15])[CH:12]=[CH:11][C:3]=1[O:4][CH:5]1[CH2:10][CH2:9][CH2:8][CH2:7][O:6]1.CC1(C)C(C)(C)OB([C:24]2[CH:41]=[CH:40][C:27]([O:28][CH2:29][C:30]3[CH:39]=[CH:38][C:37]4[C:32](=[CH:33][CH:34]=[CH:35][CH:36]=4)[N:31]=3)=[CH:26][CH:25]=2)O1.C([O-])([O-])=O.[Na+].[Na+]. (7) Given the product [Cl:29][C:28]1[C:27]([O:30][CH3:31])=[CH:26][C:25]([O:32][CH3:33])=[C:24]([Cl:34])[C:23]=1[C:13]1[C:12](=[O:35])[N:11]([CH2:10][CH2:9][C:6]2[N:7]=[CH:8][C:3]([NH:2][C:36](=[O:39])[CH:37]=[CH2:38])=[CH:4][CH:5]=2)[C:16]2[N:17]=[C:18]([NH:21][CH3:22])[N:19]=[CH:20][C:15]=2[CH:14]=1, predict the reactants needed to synthesize it. The reactants are: Cl.[NH2:2][C:3]1[CH:4]=[CH:5][C:6]([CH2:9][CH2:10][N:11]2[C:16]3[N:17]=[C:18]([NH:21][CH3:22])[N:19]=[CH:20][C:15]=3[CH:14]=[C:13]([C:23]3[C:28]([Cl:29])=[C:27]([O:30][CH3:31])[CH:26]=[C:25]([O:32][CH3:33])[C:24]=3[Cl:34])[C:12]2=[O:35])=[N:7][CH:8]=1.[C:36](O)(=[O:39])[CH:37]=[CH2:38].CN(C(ON1N=NC2C=CC=NC1=2)=[N+](C)C)C.F[P-](F)(F)(F)(F)F. (8) Given the product [CH3:9][O:8][C:6](=[O:7])[C:5]1[CH:4]=[CH:3][C:2]([NH:1][CH2:16][CH2:15][CH2:14][S:13]([OH:18])(=[O:17])=[O:12])=[CH:11][CH:10]=1, predict the reactants needed to synthesize it. The reactants are: [NH2:1][C:2]1[CH:11]=[CH:10][C:5]([C:6]([O:8][CH3:9])=[O:7])=[CH:4][CH:3]=1.[O:12]1[CH2:16][CH2:15][CH2:14][S:13]1(=[O:18])=[O:17]. (9) Given the product [N+:1]([C:4]1[CH:5]=[C:6]([C:14]2[CH:15]=[N:16][CH:17]=[CH:18][CH:19]=2)[CH:7]=[CH:8][CH:9]=1)([O-:3])=[O:2], predict the reactants needed to synthesize it. The reactants are: [N+:1]([C:4]1[CH:5]=[C:6](B(O)O)[CH:7]=[CH:8][CH:9]=1)([O-:3])=[O:2].Br[C:14]1[CH:15]=[N:16][CH:17]=[CH:18][CH:19]=1.C(=O)([O-])[O-].[K+].[K+].C(O)CCO. (10) The reactants are: [NH2:1][C:2]1[N:7]=[C:6]([C:8]2[O:9][CH:10]=[CH:11][CH:12]=2)[C:5]([C:13]#[N:14])=[C:4](S(C)=O)[N:3]=1.[NH2:18][CH2:19][CH2:20][NH:21][C:22]1[CH:27]=[CH:26][C:25]([N+:28]([O-:30])=[O:29])=[CH:24][N:23]=1. Given the product [NH2:1][C:2]1[N:7]=[C:6]([C:8]2[O:9][CH:10]=[CH:11][CH:12]=2)[C:5]([C:13]#[N:14])=[C:4]([NH:18][CH2:19][CH2:20][NH:21][C:22]2[CH:27]=[CH:26][C:25]([N+:28]([O-:30])=[O:29])=[CH:24][N:23]=2)[N:3]=1, predict the reactants needed to synthesize it.